Dataset: Full USPTO retrosynthesis dataset with 1.9M reactions from patents (1976-2016). Task: Predict the reactants needed to synthesize the given product. (1) The reactants are: Cl[C:2]1[S:3][C:4]([C:7]2[CH:12]=[CH:11][CH:10]=[CH:9][CH:8]=2)=[N:5][N:6]=1.O.[NH2:14][NH2:15]. Given the product [C:7]1([C:4]2[S:3][C:2]([NH:14][NH2:15])=[N:6][N:5]=2)[CH:12]=[CH:11][CH:10]=[CH:9][CH:8]=1, predict the reactants needed to synthesize it. (2) The reactants are: [CH2:1]([N:3]1[CH:8]=[C:7]([C:9]2[C:10]([N:25]3[CH:29]=[CH:28][C:27]([C:30]([F:33])([F:32])[F:31])=[N:26]3)=[N:11][C:12]([NH:15][C:16]3[CH:21]=[C:20]([CH3:22])[CH:19]=[C:18]([O:23][CH3:24])[CH:17]=3)=[N:13][CH:14]=2)[CH:6]=[C:5]([C:34]([O:36]CC)=[O:35])[C:4]1=[O:39])[CH3:2].O.[OH-].[Na+]. Given the product [CH2:1]([N:3]1[CH:8]=[C:7]([C:9]2[C:10]([N:25]3[CH:29]=[CH:28][C:27]([C:30]([F:32])([F:33])[F:31])=[N:26]3)=[N:11][C:12]([NH:15][C:16]3[CH:21]=[C:20]([CH3:22])[CH:19]=[C:18]([O:23][CH3:24])[CH:17]=3)=[N:13][CH:14]=2)[CH:6]=[C:5]([C:34]([OH:36])=[O:35])[C:4]1=[O:39])[CH3:2], predict the reactants needed to synthesize it. (3) Given the product [NH2:11][C:9]1[CH:8]=[CH:7][CH:6]=[C:5]2[C:10]=1[CH:2]=[N:3][N:4]2[CH2:14][C:15]1[CH:16]=[C:17]([CH:22]=[CH:23][CH:24]=1)[C:18]([O:20][CH3:21])=[O:19], predict the reactants needed to synthesize it. The reactants are: I[C:2]1[C:10]2[C:5](=[CH:6][CH:7]=[CH:8][C:9]=2[N+:11]([O-])=O)[N:4]([CH2:14][C:15]2[CH:16]=[C:17]([CH:22]=[CH:23][CH:24]=2)[C:18]([O:20][CH3:21])=[O:19])[N:3]=1.[NH4+].[Cl-]. (4) Given the product [OH:27][CH2:28][C:29]1[CH:34]=[CH:33][C:32]([C:2]2[N:11]=[CH:10][C:9]3[N:8]([CH2:12][C:13]([NH:15][CH2:16][CH:17]4[CH2:22][CH2:21][O:20][CH2:19][CH2:18]4)=[O:14])[CH2:7][C@@H:6]4[CH2:23][O:24][CH2:25][CH2:26][N:5]4[C:4]=3[N:3]=2)=[CH:31][CH:30]=1, predict the reactants needed to synthesize it. The reactants are: Cl[C:2]1[N:11]=[CH:10][C:9]2[N:8]([CH2:12][C:13]([NH:15][CH2:16][CH:17]3[CH2:22][CH2:21][O:20][CH2:19][CH2:18]3)=[O:14])[CH2:7][C@@H:6]3[CH2:23][O:24][CH2:25][CH2:26][N:5]3[C:4]=2[N:3]=1.[OH:27][CH2:28][C:29]1[CH:34]=[CH:33][C:32](B(O)O)=[CH:31][CH:30]=1.C(=O)([O-])[O-].[Na+].[Na+]. (5) The reactants are: [CH3:1][O:2][C:3]1[CH:23]=[CH:22][C:6]([CH2:7][O:8][CH2:9][C:10]2[CH:11]=[C:12]3[CH:18]=[C:17]([C:19]([OH:21])=O)[O:16][C:13]3=[N:14][CH:15]=2)=[CH:5][CH:4]=1.[Br:24][C:25]1[C:26]([NH2:31])=[N:27][CH:28]=[CH:29][CH:30]=1.CN1CCOCC1.F[P-](F)(F)(F)(F)F.CN(C)C(Cl)=[N+](C)C. Given the product [Br:24][C:25]1[C:26]([NH:31][C:19]([C:17]2[O:16][C:13]3=[N:14][CH:15]=[C:10]([CH2:9][O:8][CH2:7][C:6]4[CH:5]=[CH:4][C:3]([O:2][CH3:1])=[CH:23][CH:22]=4)[CH:11]=[C:12]3[CH:18]=2)=[O:21])=[N:27][CH:28]=[CH:29][CH:30]=1, predict the reactants needed to synthesize it. (6) Given the product [CH2:1]([NH:6][C:7]1[CH:16]=[CH:15][C:14]([F:17])=[CH:13][C:8]=1[C:9]([O:11][CH3:12])=[O:10])[CH2:2][CH2:3][CH3:4], predict the reactants needed to synthesize it. The reactants are: [CH:1](=O)[CH2:2][CH2:3][CH3:4].[NH2:6][C:7]1[CH:16]=[CH:15][C:14]([F:17])=[CH:13][C:8]=1[C:9]([O:11][CH3:12])=[O:10].C(O)(=O)C.C(O[BH-](OC(=O)C)OC(=O)C)(=O)C.[Na+]. (7) Given the product [CH3:18][C:17]([CH3:20])([CH3:19])[CH2:21][C:22]([NH:16][C:2]1[CH:3]=[CH:4][C:5]2[O:6][C:7]3[CH2:15][CH2:14][CH2:13][CH2:12][CH2:11][CH2:10][C:8]=3[C:9]=2[CH:1]=1)=[O:23], predict the reactants needed to synthesize it. The reactants are: [CH:1]1[C:9]2[C:8]3[CH2:10][CH2:11][CH2:12][CH2:13][CH2:14][CH2:15][C:7]=3[O:6][C:5]=2[CH:4]=[CH:3][C:2]=1[NH2:16].[C:17]([CH2:21][C:22](Cl)=[O:23])([CH3:20])([CH3:19])[CH3:18]. (8) Given the product [OH:1][CH2:2][C:3]([NH:6][C:7]([C:9]1[C:10]2[CH2:11][C@@H:12]3[CH2:24][C@@H:13]3[C:14]=2[N:15]([C:17]2[CH:22]=[CH:21][C:20]([C:37]3[CH:42]=[CH:41][CH:40]=[CH:39][CH:38]=3)=[CH:19][N:18]=2)[N:16]=1)=[O:8])([CH3:5])[CH3:4], predict the reactants needed to synthesize it. The reactants are: [OH:1][CH2:2][C:3]([NH:6][C:7]([C:9]1[C:10]2[CH2:11][C@@H:12]3[CH2:24][C@@H:13]3[C:14]=2[N:15]([C:17]2[CH:22]=[CH:21][C:20](Br)=[CH:19][N:18]=2)[N:16]=1)=[O:8])([CH3:5])[CH3:4].COCCOC.C(=O)([O-])[O-].[Cs+].[Cs+].[C:37]1(B(O)O)[CH:42]=[CH:41][CH:40]=[CH:39][CH:38]=1.O.